From a dataset of NCI-60 drug combinations with 297,098 pairs across 59 cell lines. Regression. Given two drug SMILES strings and cell line genomic features, predict the synergy score measuring deviation from expected non-interaction effect. Drug 1: C1=C(C(=O)NC(=O)N1)F. Drug 2: C1=CC(=CC=C1CC(C(=O)O)N)N(CCCl)CCCl.Cl. Cell line: NCI/ADR-RES. Synergy scores: CSS=26.4, Synergy_ZIP=-13.6, Synergy_Bliss=-9.81, Synergy_Loewe=-9.22, Synergy_HSA=-7.61.